From a dataset of Forward reaction prediction with 1.9M reactions from USPTO patents (1976-2016). Predict the product of the given reaction. (1) Given the reactants C([O:9][CH2:10][CH2:11][N:12]1[C:20]2[C:19](Cl)=[N:18][CH:17]=[N:16][C:15]=2[CH:14]=[CH:13]1)(=O)C1C=CC=CC=1.[Cl:22][C:23]1[CH:24]=[C:25]([CH:27]=[CH:28][C:29]=1[O:30][C:31]1[CH:36]=[CH:35][CH:34]=[C:33]([C:37]([F:40])([F:39])[CH3:38])[CH:32]=1)[NH2:26].C(O)(C)C.[OH-].[Na+], predict the reaction product. The product is: [Cl:22][C:23]1[CH:24]=[C:25]([NH:26][C:19]2[C:20]3[N:12]([CH2:11][CH2:10][OH:9])[CH:13]=[CH:14][C:15]=3[N:16]=[CH:17][N:18]=2)[CH:27]=[CH:28][C:29]=1[O:30][C:31]1[CH:36]=[CH:35][CH:34]=[C:33]([C:37]([F:40])([F:39])[CH3:38])[CH:32]=1. (2) Given the reactants [CH2:1]([N:8]1[CH:12]=[CH:11][N:10]=[CH:9]1)[C:2]1[CH:7]=[CH:6][CH:5]=[CH:4][CH:3]=1.[Li+].CC([N-]C(C)C)C.[P:21](Cl)([O:26][CH2:27][CH3:28])([O:23][CH2:24][CH3:25])=[O:22], predict the reaction product. The product is: [CH2:1]([N:8]1[CH:12]=[CH:11][N:10]=[C:9]1[P:21]([O:26][CH2:27][CH3:28])([O:23][CH2:24][CH3:25])=[O:22])[C:2]1[CH:3]=[CH:4][CH:5]=[CH:6][CH:7]=1. (3) The product is: [F:49][C:48]([F:51])([F:50])[S:45]([O:15][C:14]1[CH2:16][CH:9]2[N:8]([C:6]([O:5][C:2]([CH3:1])([CH3:3])[CH3:4])=[O:7])[CH:12]([CH:13]=1)[CH2:11][CH2:10]2)(=[O:47])=[O:46]. Given the reactants [CH3:1][C:2]([O:5][C:6]([N:8]1[C@@H:12]2[CH2:13][C:14]([CH2:16][C@H:9]1[CH2:10][CH2:11]2)=[O:15])=[O:7])([CH3:4])[CH3:3].[Li+].CC([N-]C(C)C)C.C1COCC1.C(C1C=CC=CC=1)C.C1C=CC(N([S:45]([C:48]([F:51])([F:50])[F:49])(=[O:47])=[O:46])[S:45]([C:48]([F:51])([F:50])[F:49])(=[O:47])=[O:46])=CC=1, predict the reaction product. (4) Given the reactants C([O:3][C:4]([C:6]1[S:7][C:8]([O:19][C:20]2[CH:25]=[CH:24][CH:23]=[CH:22][CH:21]=2)=[C:9]2[C:17]3[N:16]([CH3:18])[N:15]=[CH:14][C:13]=3[CH2:12][CH2:11][C:10]=12)=[O:5])C.[OH-].[K+], predict the reaction product. The product is: [CH3:18][N:16]1[C:17]2[C:9]3=[C:8]([O:19][C:20]4[CH:25]=[CH:24][CH:23]=[CH:22][CH:21]=4)[S:7][C:6]([C:4]([OH:5])=[O:3])=[C:10]3[CH2:11][CH2:12][C:13]=2[CH:14]=[N:15]1.